This data is from Forward reaction prediction with 1.9M reactions from USPTO patents (1976-2016). The task is: Predict the product of the given reaction. (1) Given the reactants C([S:5][C:6]1[CH:11]=[CH:10][C:9](Br)=CC=1)(C)(C)C.C([Li])[CH2:14][CH2:15][CH3:16].[F:18][C:19]1[C:24]([C:25]2[C:30]([F:31])=[C:29]([F:32])[C:28]([F:33])=[C:27]([F:34])[C:26]=2[F:35])=[C:23]([F:36])[C:22]([F:37])=[C:21](F)[C:20]=1[F:39].[C:40](=O)(O)[O-].[Na+], predict the reaction product. The product is: [C:15]([C:21]1[C:22]([F:37])=[C:23]([F:36])[C:24]([C:9]2[S:5][CH:6]=[CH:11][CH:10]=2)([C:25]2[C:26]([F:35])=[C:27]([F:34])[C:28]([F:33])=[C:29]([F:32])[C:30]=2[F:31])[CH:19]([F:18])[C:20]=1[F:39])([CH3:14])([CH3:16])[CH3:40]. (2) The product is: [Cl:1][C:2]1[CH:31]=[CH:30][C:5]2[N:6]([C:22]3[CH:23]=[N:24][C:25]([OH:28])=[CH:26][CH:27]=3)[C:7]([CH2:9][N:10]3[C:14]4=[CH:15][N:16]=[CH:17][CH:18]=[C:13]4[C:12]4([CH2:19][CH2:20]4)[C:11]3=[O:21])=[N:8][C:4]=2[CH:3]=1. Given the reactants [Cl:1][C:2]1[CH:31]=[CH:30][C:5]2[N:6]([C:22]3[CH:23]=[N:24][C:25]([O:28]C)=[CH:26][CH:27]=3)[C:7]([CH2:9][N:10]3[C:14]4=[CH:15][N:16]=[CH:17][CH:18]=[C:13]4[C:12]4([CH2:20][CH2:19]4)[C:11]3=[O:21])=[N:8][C:4]=2[CH:3]=1.B(Br)(Br)Br, predict the reaction product. (3) Given the reactants [Br:1][C:2]1[CH:3]=[CH:4][C:5]([O:34][CH2:35][CH2:36][N:37]2[CH2:42][CH2:41][CH2:40][CH2:39][CH2:38]2)=[C:6]2[C:11]=1[CH:10]([C:12]([O:14]CC)=[O:13])[N:9]([S:17]([C:20]1[CH:25]=[CH:24][C:23]([O:26][C:27]3[CH:32]=[CH:31][C:30]([F:33])=[CH:29][CH:28]=3)=[CH:22][CH:21]=1)(=[O:19])=[O:18])[CH2:8][CH2:7]2.[OH-].[K+], predict the reaction product. The product is: [Br:1][C:2]1[CH:3]=[CH:4][C:5]([O:34][CH2:35][CH2:36][N:37]2[CH2:42][CH2:41][CH2:40][CH2:39][CH2:38]2)=[C:6]2[C:11]=1[CH:10]([C:12]([OH:14])=[O:13])[N:9]([S:17]([C:20]1[CH:21]=[CH:22][C:23]([O:26][C:27]3[CH:32]=[CH:31][C:30]([F:33])=[CH:29][CH:28]=3)=[CH:24][CH:25]=1)(=[O:19])=[O:18])[CH2:8][CH2:7]2. (4) The product is: [C:26]([OH:29])(=[O:28])[CH3:27].[NH2:1][CH2:4][C@@H:5]([C:7]1[CH:16]=[CH:15][C:14]([OH:17])=[C:13]2[C:8]=1[CH:9]=[CH:10][C:11](=[O:25])[NH:12]2)[OH:6]. Given the reactants [N:1]([CH2:4][C@@H:5]([C:7]1[CH:16]=[CH:15][C:14]([O:17]CC2C=CC=CC=2)=[C:13]2[C:8]=1[CH:9]=[CH:10][C:11](=[O:25])[NH:12]2)[OH:6])=[N+]=[N-].[C:26]([OH:29])(=[O:28])[CH3:27], predict the reaction product. (5) The product is: [NH2:1][C:2]1[C:3]2[C:10]([C:11]#[C:12][C:13]3[CH:18]=[C:17]([O:19][CH3:20])[CH:16]=[C:15]([O:21][CH3:22])[CH:14]=3)=[CH:9][N:8]([CH:23]3[CH2:26][N:25]([C:27](=[O:32])[CH:28]=[CH:29][CH2:30][N:33]4[CH2:36][CH2:35][CH2:34]4)[CH2:24]3)[C:4]=2[N:5]=[CH:6][N:7]=1. Given the reactants [NH2:1][C:2]1[C:3]2[C:10]([C:11]#[C:12][C:13]3[CH:18]=[C:17]([O:19][CH3:20])[CH:16]=[C:15]([O:21][CH3:22])[CH:14]=3)=[CH:9][N:8]([CH:23]3[CH2:26][N:25]([C:27](=[O:32])[CH:28]=[CH:29][CH2:30]Br)[CH2:24]3)[C:4]=2[N:5]=[CH:6][N:7]=1.[NH:33]1[CH2:36][CH2:35][CH2:34]1, predict the reaction product. (6) Given the reactants Br[C:2]1[C:3]([O:8][C:9]2[CH:14]=[CH:13][C:12]([C:15]([C:17]3[N:21](C4CCCCO4)[C:20]4[CH:28]=[CH:29][CH:30]=[CH:31][C:19]=4[N:18]=3)=[O:16])=[CH:11][CH:10]=2)=[N:4][CH:5]=[CH:6][CH:7]=1.[NH:32]1[CH2:37][CH2:36][CH2:35][CH2:34][CH2:33]1.C(=O)([O-])[O-].[Cs+].[Cs+].C1C=CC(P(C2C=CC3C(=CC=CC=3)C=2C2C3C(=CC=CC=3)C=CC=2P(C2C=CC=CC=2)C2C=CC=CC=2)C2C=CC=CC=2)=CC=1.C(O)(C(F)(F)F)=O.N, predict the reaction product. The product is: [NH:18]1[C:19]2[CH:31]=[CH:30][CH:29]=[CH:28][C:20]=2[N:21]=[C:17]1[C:15]([C:12]1[CH:13]=[CH:14][C:9]([O:8][C:3]2[C:2]([N:32]3[CH2:37][CH2:36][CH2:35][CH2:34][CH2:33]3)=[CH:7][CH:6]=[CH:5][N:4]=2)=[CH:10][CH:11]=1)=[O:16].